From a dataset of Peptide-MHC class I binding affinity with 185,985 pairs from IEDB/IMGT. Regression. Given a peptide amino acid sequence and an MHC pseudo amino acid sequence, predict their binding affinity value. This is MHC class I binding data. (1) The peptide sequence is GSPTNLEFI. The MHC is Mamu-A01 with pseudo-sequence Mamu-A01. The binding affinity (normalized) is 0.635. (2) The peptide sequence is STLQNNSVV. The MHC is H-2-Db with pseudo-sequence H-2-Db. The binding affinity (normalized) is 0.483.